From a dataset of Full USPTO retrosynthesis dataset with 1.9M reactions from patents (1976-2016). Predict the reactants needed to synthesize the given product. (1) Given the product [NH2:13][C:12]1[CH:11]=[CH:10][C:6]([C:7]([OH:9])=[O:8])=[CH:5][C:4]=1[O:3][CH2:1][CH3:2], predict the reactants needed to synthesize it. The reactants are: [CH2:1]([O:3][C:4]1[CH:5]=[C:6]([CH:10]=[CH:11][C:12]=1[N+:13]([O-])=O)[C:7]([OH:9])=[O:8])[CH3:2]. (2) Given the product [CH3:28][O:27][CH2:26]/[CH:25]=[CH:24]/[C:2]1[CH:3]=[C:4]([C:12]([O:14][CH3:15])=[O:13])[C:5]2[C:10]([CH:11]=1)=[CH:9][CH:8]=[CH:7][CH:6]=2, predict the reactants needed to synthesize it. The reactants are: Br[C:2]1[CH:3]=[C:4]([C:12]([O:14][CH3:15])=[O:13])[C:5]2[C:10]([CH:11]=1)=[CH:9][CH:8]=[CH:7][CH:6]=2.CC1(C)C(C)(C)OB(/[CH:24]=[CH:25]/[CH2:26][O:27][CH3:28])O1.CN(C=O)C.C([O-])([O-])=O.[Na+].[Na+]. (3) The reactants are: [CH3:1][C:2]([O:5][C:6]([NH:8][C:9]([O:11][C:12]([CH3:15])([CH3:14])[CH3:13])=[O:10])=[O:7])([CH3:4])[CH3:3].[C:16]1(P([C:16]2[CH:21]=CC=[CH:18][CH:17]=2)[C:16]2[CH:21]=CC=[CH:18][CH:17]=2)[CH:21]=CC=[CH:18][CH:17]=1.C(O)CC#C.CCOC(/N=N/C(OCC)=O)=O. Given the product [C:2]([O:5][C:6]([N:8]([CH2:18][CH2:17][C:16]#[CH:21])[C:9]([O:11][C:12]([CH3:15])([CH3:14])[CH3:13])=[O:10])=[O:7])([CH3:1])([CH3:3])[CH3:4], predict the reactants needed to synthesize it. (4) The reactants are: CCN=C=NCCCN(C)C.Cl.[Cl:13][C:14]1[CH:35]=[CH:34][C:17]([C:18]([N:20]([CH3:33])[C:21]2[CH:32]=[CH:31][CH:30]=[CH:29][C:22]=2[O:23][CH2:24][CH2:25][C:26](O)=[O:27])=[O:19])=[CH:16][C:15]=1[C:36]1[CH:37]=[N:38][C:39]([C:44]([F:47])([F:46])[F:45])=[CH:40][C:41]=1[C:42]#[N:43].[C:48]([O:52][C:53]([CH3:56])([CH3:55])[CH3:54])(=[O:51])[NH:49][NH2:50].C1C=CC2N(O)N=NC=2C=1.C([O-])([O-])=O.[Na+].[Na+]. Given the product [C:53]([O:52][C:48]([NH:49][NH:50][C:26](=[O:27])[CH2:25][CH2:24][O:23][C:22]1[CH:29]=[CH:30][CH:31]=[CH:32][C:21]=1[N:20]([C:18](=[O:19])[C:17]1[CH:34]=[CH:35][C:14]([Cl:13])=[C:15]([C:36]2[CH:37]=[N:38][C:39]([C:44]([F:45])([F:47])[F:46])=[CH:40][C:41]=2[C:42]#[N:43])[CH:16]=1)[CH3:33])=[O:51])([CH3:56])([CH3:55])[CH3:54], predict the reactants needed to synthesize it. (5) Given the product [F:1][C:2]1[CH:7]=[CH:6][C:5]([O:8][C:28]2[CH:29]=[CH:24][CH:25]=[C:26]([CH2:30][S:31]([CH3:34])(=[O:32])=[O:33])[CH:27]=2)=[CH:4][C:3]=1[C:9]1[C:18]2[C:13](=[C:14]([C:19]([F:20])([F:22])[F:21])[CH:15]=[CH:16][CH:17]=2)[N:12]=[CH:11][N:10]=1, predict the reactants needed to synthesize it. The reactants are: [F:1][C:2]1[CH:7]=[CH:6][C:5]([OH:8])=[CH:4][C:3]=1[C:9]1[C:18]2[C:13](=[C:14]([C:19]([F:22])([F:21])[F:20])[CH:15]=[CH:16][CH:17]=2)[N:12]=[CH:11][N:10]=1.Br[C:24]1[CH:29]=[CH:28][CH:27]=[C:26]([CH2:30][S:31]([CH3:34])(=[O:33])=[O:32])[CH:25]=1. (6) Given the product [Cl:61][C:62]1[CH:74]=[CH:73][C:65]([CH2:66][N:67]2[CH:71]=[C:70]([NH:72][C:13]3[N:12]=[CH:11][C:10]([S:7]([NH:6][C:2]4[S:1][CH:5]=[CH:4][N:3]=4)(=[O:9])=[O:8])=[CH:15][CH:14]=3)[CH:69]=[N:68]2)=[CH:64][CH:63]=1, predict the reactants needed to synthesize it. The reactants are: [S:1]1[CH:5]=[CH:4][N:3]=[C:2]1[NH:6][S:7]([C:10]1[CH:11]=[N:12][C:13](Cl)=[CH:14][CH:15]=1)(=[O:9])=[O:8].CC1(C)C2C=CC=C(P(C3C=CC=CC=3)C3C=CC=CC=3)C=2OC2C1=CC=CC=2P(C1C=CC=CC=1)C1C=CC=CC=1.Cl.Cl.[Cl:61][C:62]1[CH:74]=[CH:73][C:65]([CH2:66][N:67]2[CH:71]=[C:70]([NH2:72])[CH:69]=[N:68]2)=[CH:64][CH:63]=1.CN(C)C(=O)C.CC(C)([O-])C.[Na+]. (7) Given the product [S:20]1[CH:21]=[CH:22][CH:23]=[C:19]1[C:17]([C:16]1[CH:15]=[N:14][N:13]2[C:8]([C:4]3[CH:3]=[C:2]([NH:1][C:28](=[O:29])[C:27]4[CH:31]=[C:32]([C:35]([F:36])([F:37])[F:38])[CH:33]=[CH:34][C:26]=4[C:25]([F:24])([F:39])[F:40])[CH:7]=[CH:6][CH:5]=3)=[CH:9][CH:10]=[N:11][C:12]=12)=[O:18], predict the reactants needed to synthesize it. The reactants are: [NH2:1][C:2]1[CH:3]=[C:4]([C:8]2[N:13]3[N:14]=[CH:15][C:16]([C:17]([C:19]4[S:20][CH:21]=[CH:22][CH:23]=4)=[O:18])=[C:12]3[N:11]=[CH:10][CH:9]=2)[CH:5]=[CH:6][CH:7]=1.[F:24][C:25]([F:40])([F:39])[C:26]1[CH:34]=[CH:33][C:32]([C:35]([F:38])([F:37])[F:36])=[CH:31][C:27]=1[C:28](Cl)=[O:29]. (8) Given the product [NH2:1][CH2:2][C:3]1[C:4](=[O:13])[NH:5][C:6]([CH3:12])=[CH:7][C:8]=1[C:9]1[CH:19]=[CH:14][CH:15]=[CH:11][CH:10]=1, predict the reactants needed to synthesize it. The reactants are: [NH2:1][CH2:2][C:3]1[C:4](=[O:13])[NH:5][C:6]([CH3:12])=[CH:7][C:8]=1[CH2:9][CH2:10][CH3:11].[C:14]1(/C=C/C(=O)C)[CH:19]=CC=C[CH:15]=1.